Predict which catalyst facilitates the given reaction. From a dataset of Catalyst prediction with 721,799 reactions and 888 catalyst types from USPTO. (1) Reactant: [F:1][C:2]([F:17])([F:16])[O:3][C:4]1[CH:9]=[CH:8][C:7]([NH2:10])=[C:6]([C:11]2[NH:12][N:13]=[CH:14][N:15]=2)[CH:5]=1.[Cl:18][CH2:19][C:20](Cl)=[O:21].O. Product: [Cl:18][CH2:19][C:20]([NH:10][C:7]1[CH:8]=[CH:9][C:4]([O:3][C:2]([F:1])([F:16])[F:17])=[CH:5][C:6]=1[C:11]1[NH:12][N:13]=[CH:14][N:15]=1)=[O:21]. The catalyst class is: 15. (2) Reactant: [C:1]1([S:7]([N:10]2[C:18]3[C:13](=[CH:14][C:15]([CH2:19][OH:20])=[CH:16][CH:17]=3)[CH2:12][CH2:11]2)(=[O:9])=[O:8])[CH:6]=[CH:5][CH:4]=[CH:3][CH:2]=1.C1C=C[NH+]=CC=1.C1C=C[NH+]=CC=1.[O-][Cr](O[Cr]([O-])(=O)=O)(=O)=O. Product: [C:1]1([S:7]([N:10]2[C:18]3[C:13](=[CH:14][C:15]([CH:19]=[O:20])=[CH:16][CH:17]=3)[CH2:12][CH2:11]2)(=[O:8])=[O:9])[CH:2]=[CH:3][CH:4]=[CH:5][CH:6]=1. The catalyst class is: 2. (3) Reactant: [C:1]1([CH2:7][N:8]2[CH2:12][CH2:11][C@H:10]([NH2:13])[CH2:9]2)[CH:6]=[CH:5][CH:4]=[CH:3][CH:2]=1.[C:14](#[N:17])[CH:15]=[CH2:16]. Product: [C:1]1([CH2:7][N:8]2[CH2:12][CH2:11][C@H:10]([NH:13][CH2:16][CH2:15][C:14]#[N:17])[CH2:9]2)[CH:2]=[CH:3][CH:4]=[CH:5][CH:6]=1. The catalyst class is: 8. (4) Reactant: C([O:8][C:9]1[CH:18]=[C:17]2[C:12]([C:13]([O:19][C:20]3[C:21]([C:28]4[CH:29]=[N:30][CH:31]=[CH:32][CH:33]=4)=[N:22][C:23]([CH3:27])=[C:24]([CH3:26])[CH:25]=3)=[CH:14][CH:15]=[N:16]2)=[CH:11][C:10]=1[O:34][CH3:35])C1C=CC=CC=1.CS(O)(=O)=O. Product: [CH3:26][C:24]1[CH:25]=[C:20]([O:19][C:13]2[C:12]3[C:17](=[CH:18][C:9]([OH:8])=[C:10]([O:34][CH3:35])[CH:11]=3)[N:16]=[CH:15][CH:14]=2)[C:21]([C:28]2[CH:29]=[N:30][CH:31]=[CH:32][CH:33]=2)=[N:22][C:23]=1[CH3:27]. The catalyst class is: 55. (5) Reactant: [H-].[Na+].[CH3:3][CH2:4][C:5](=[O:11])[CH2:6][C:7](=[O:10])[CH2:8][CH3:9].Br[CH2:13][C:14]1[CH:19]=[CH:18][C:17]([S:20]([CH3:23])(=[O:22])=[O:21])=[CH:16][CH:15]=1. Product: [CH3:23][S:20]([C:17]1[CH:18]=[CH:19][C:14]([CH2:13][CH:6]([C:5](=[O:11])[CH2:4][CH3:3])[C:7](=[O:10])[CH2:8][CH3:9])=[CH:15][CH:16]=1)(=[O:21])=[O:22]. The catalyst class is: 35. (6) Reactant: [C:1]([C:3]1[CH:8]=[CH:7][C:6]([C:9]2[CH:10]=[N:11][N:12]([C:15]3[CH:23]=[CH:22][C:18]([C:19]([OH:21])=O)=[CH:17][N:16]=3)[C:13]=2[OH:14])=[C:5]([CH3:24])[CH:4]=1)#[N:2].C(Cl)CCl.C1C=CC2N(O)N=NC=2C=1.CCN(C(C)C)C(C)C.[CH2:48]1[NH:53][CH2:52][CH2:51][N:50]2[CH2:54][CH2:55][CH2:56][CH:49]12. Product: [OH:14][C:13]1[N:12]([C:15]2[CH:23]=[CH:22][C:18]([C:19]([N:53]3[CH2:52][CH2:51][N:50]4[CH2:54][CH2:55][CH2:56][CH:49]4[CH2:48]3)=[O:21])=[CH:17][N:16]=2)[N:11]=[CH:10][C:9]=1[C:6]1[CH:7]=[CH:8][C:3]([C:1]#[N:2])=[CH:4][C:5]=1[CH3:24]. The catalyst class is: 3.